Dataset: Catalyst prediction with 721,799 reactions and 888 catalyst types from USPTO. Task: Predict which catalyst facilitates the given reaction. (1) The catalyst class is: 15. Product: [F:38][C:2]([F:1])([F:37])[C:3]1[CH:8]=[CH:7][C:6]([NH:9][C:10]2[C:19]3[C:14](=[N:15][C:16]([C:20]4[C:25]([C:26]([F:28])([F:29])[F:27])=[CH:24][CH:23]=[CH:22][N:21]=4)=[CH:17][CH:18]=3)[N:13]=[C:12]([CH2:30][O:31][CH3:32])[C:11]=2[C:33]([OH:35])=[O:34])=[CH:5][CH:4]=1. Reactant: [F:1][C:2]([F:38])([F:37])[C:3]1[CH:8]=[CH:7][C:6]([NH:9][C:10]2[C:19]3[C:14](=[N:15][C:16]([C:20]4[C:25]([C:26]([F:29])([F:28])[F:27])=[CH:24][CH:23]=[CH:22][N:21]=4)=[CH:17][CH:18]=3)[N:13]=[C:12]([CH2:30][O:31][CH3:32])[C:11]=2[C:33]([O:35]C)=[O:34])=[CH:5][CH:4]=1.C1COCC1.O. (2) Product: [N:26]1([C:2]2[S:6][C:5]([C:7]3[CH:12]=[CH:11][N:10]=[C:9]([NH:13][C:14]4[CH:19]=[C:18]([O:20][CH3:21])[C:17]([O:22][CH3:23])=[C:16]([O:24][CH3:25])[CH:15]=4)[N:8]=3)=[N:4][CH:3]=2)[CH2:31][CH2:30][NH:29][CH2:28][CH2:27]1. The catalyst class is: 16. Reactant: Cl[C:2]1[S:6][C:5]([C:7]2[CH:12]=[CH:11][N:10]=[C:9]([NH:13][C:14]3[CH:19]=[C:18]([O:20][CH3:21])[C:17]([O:22][CH3:23])=[C:16]([O:24][CH3:25])[CH:15]=3)[N:8]=2)=[N:4][CH:3]=1.[NH:26]1[CH2:31][CH2:30][NH:29][CH2:28][CH2:27]1. (3) Reactant: [H-].[Na+].[CH2:3]([P:10](=[O:15])([O:13][CH3:14])[O:11][CH3:12])[P:4](=[O:9])([O:7][CH3:8])[O:5][CH3:6].[N+:16]([C:19]1[CH:26]=[CH:25][C:22]([CH2:23]Br)=[CH:21][CH:20]=1)([O-:18])=[O:17]. Product: [N+:16]([C:19]1[CH:26]=[CH:25][C:22]([CH2:23][CH:3]([P:4](=[O:9])([O:7][CH3:8])[O:5][CH3:6])[P:10](=[O:15])([O:11][CH3:12])[O:13][CH3:14])=[CH:21][CH:20]=1)([O-:18])=[O:17]. The catalyst class is: 198.